From a dataset of Reaction yield outcomes from USPTO patents with 853,638 reactions. Predict the reaction yield, written as a fraction of the theoretical maximum amount of product (1.0 means a 100% yield; for example, 0.34 means a 34% yield). (1) The reactants are [NH:1]1[CH2:6][CH2:5][CH:4]([OH:7])[CH2:3][CH2:2]1.Cl[C:9]1[N:14]=[CH:13][C:12]([CH2:15][CH2:16][CH3:17])=[CH:11][N:10]=1.C(=O)([O-])[O-].[K+].[K+].CO.C(Cl)Cl. The catalyst is CN(C=O)C.CCOC(C)=O. The product is [CH2:15]([C:12]1[CH:11]=[N:10][C:9]([N:1]2[CH2:6][CH2:5][CH:4]([OH:7])[CH2:3][CH2:2]2)=[N:14][CH:13]=1)[CH2:16][CH3:17]. The yield is 0.724. (2) The reactants are ClC1C=C(NN=C(Cl)S(C)(=O)=O)C=CC=1.IC1C=CC(N2CCC=C(N3CCOCC3)C2=O)=CC=1.C(N(CC)CC)C.[Cl:43][C:44]1[CH:45]=[C:46]([N:50]2[C:54]3(N4CCOCC4)[C:55](=[O:66])[N:56]([C:59]4[CH:64]=[CH:63][C:62]([I:65])=[CH:61][CH:60]=4)[CH2:57][CH2:58][CH:53]3[C:52]([S:73]([CH3:76])(=[O:75])=[O:74])=[N:51]2)[CH:47]=[CH:48][CH:49]=1. The catalyst is C1(C)C=CC=CC=1. The product is [Cl:43][C:44]1[CH:45]=[C:46]([N:50]2[C:54]3[C:55](=[O:66])[N:56]([C:59]4[CH:60]=[CH:61][C:62]([I:65])=[CH:63][CH:64]=4)[CH2:57][CH2:58][C:53]=3[C:52]([S:73]([CH3:76])(=[O:75])=[O:74])=[N:51]2)[CH:47]=[CH:48][CH:49]=1. The yield is 0.640. (3) The reactants are [Na+].[I-:2].Cl[CH2:4][CH2:5][N:6]1[C:14]2[C:9](=[N:10][C:11]([O:17][CH3:18])=[C:12]([O:15][CH3:16])[CH:13]=2)[C:8]([C:19]2[N:27]([S:28]([C:31]3[CH:36]=[CH:35][C:34]([CH3:37])=[CH:33][CH:32]=3)(=[O:30])=[O:29])[C:22]3=[N:23][CH:24]=[CH:25][CH:26]=[C:21]3[CH:20]=2)=[CH:7]1. The catalyst is CC(=O)CC. The product is [I:2][CH2:4][CH2:5][N:6]1[C:14]2[C:9](=[N:10][C:11]([O:17][CH3:18])=[C:12]([O:15][CH3:16])[CH:13]=2)[C:8]([C:19]2[N:27]([S:28]([C:31]3[CH:36]=[CH:35][C:34]([CH3:37])=[CH:33][CH:32]=3)(=[O:30])=[O:29])[C:22]3=[N:23][CH:24]=[CH:25][CH:26]=[C:21]3[CH:20]=2)=[CH:7]1. The yield is 0.910. (4) The reactants are [Br:1][C:2]1([N+:14]([O-])=O)[CH:7]=[CH:6][C:5]([C:8]2[CH:13]=[CH:12][CH:11]=[CH:10][CH:9]=2)=[CH:4][CH2:3]1.Cl[Sn]Cl.C([O-])(O)=O.[Na+]. The catalyst is CCO. The product is [NH2:14][C:2]1([Br:1])[CH:3]=[CH:4][C:5]([C:8]2[CH:13]=[CH:12][CH:11]=[CH:10][CH:9]=2)=[CH:6][CH2:7]1. The yield is 0.710. (5) The reactants are [CH2:1]([N:3]1[C:9](=[O:10])[C:8]([CH3:12])([CH3:11])[C:7](=[O:13])[N:6]([CH3:14])[C:5]2[CH:15]=[C:16]([C:19]#N)[CH:17]=[CH:18][C:4]1=2)[CH3:2].C(O)=[O:22]. The catalyst is [Ni]. The product is [CH2:1]([N:3]1[C:9](=[O:10])[C:8]([CH3:11])([CH3:12])[C:7](=[O:13])[N:6]([CH3:14])[C:5]2[CH:15]=[C:16]([CH:19]=[O:22])[CH:17]=[CH:18][C:4]1=2)[CH3:2]. The yield is 0.920.